The task is: Predict which catalyst facilitates the given reaction.. This data is from Catalyst prediction with 721,799 reactions and 888 catalyst types from USPTO. (1) Reactant: [H-].[Na+].[CH3:3][C:4]1[CH:5]=[C:6]([CH:20]=[CH:21][C:22]=1[CH3:23])[C:7]([C:9]1[C:18](=[O:19])[C:17]2[C:12](=[CH:13][CH:14]=[CH:15][CH:16]=2)[NH:11][CH:10]=1)=[O:8].CN(C)C=O.Br[CH2:30][C:31]1[C:36]([F:37])=[CH:35][CH:34]=[CH:33][N:32]=1. Product: [CH3:3][C:4]1[CH:5]=[C:6]([CH:20]=[CH:21][C:22]=1[CH3:23])[C:7]([C:9]1[C:18](=[O:19])[C:17]2[C:12](=[CH:13][CH:14]=[CH:15][CH:16]=2)[N:11]([CH2:30][C:31]2[C:36]([F:37])=[CH:35][CH:34]=[CH:33][N:32]=2)[CH:10]=1)=[O:8]. The catalyst class is: 10. (2) Reactant: [Cl-].[Ce+3].[Cl-].[Cl-].[I-].[Na+].[Br:7][CH2:8][C:9]([C:11]1[CH:16]=[CH:15][C:14]([Cl:17])=[CH:13][CH:12]=1)=[O:10].[CH2:18]([N:25]1[CH2:30][CH2:29][C:28](=[O:31])[CH2:27][CH2:26]1)[C:19]1[CH:24]=[CH:23][CH:22]=[CH:21][CH:20]=1.Br.C(O)C. Product: [BrH:7].[CH2:18]([N:25]1[CH2:30][CH2:29][C:28]([CH2:8][C:9](=[O:10])[C:11]2[CH:16]=[CH:15][C:14]([Cl:17])=[CH:13][CH:12]=2)([OH:31])[CH2:27][CH2:26]1)[C:19]1[CH:20]=[CH:21][CH:22]=[CH:23][CH:24]=1. The catalyst class is: 7. (3) Reactant: [CH2:1]([O:3][P:4]([C:9]1[CH:14]=[CH:13][CH:12]=[CH:11][C:10]=1[NH2:15])(=[O:8])[O:5][CH2:6][CH3:7])[CH3:2].[Br:16]Br.C(=O)(O)[O-].[Na+]. Product: [CH2:6]([O:5][P:4]([C:9]1[CH:14]=[C:13]([Br:16])[CH:12]=[CH:11][C:10]=1[NH2:15])(=[O:8])[O:3][CH2:1][CH3:2])[CH3:7]. The catalyst class is: 15. (4) Product: [O:2]=[S:3]1(=[O:17])[C:12]2[C:7](=[CH:8][CH:9]=[CH:10][N:11]=2)[NH:6][C:5]([C:13]2[C:14](=[O:15])[N:29]([CH2:30][C:31]3[CH:32]=[CH:33][C:34]([F:37])=[CH:35][CH:36]=3)[C@@H:28]3[C@H:23]([C:21]=2[OH:20])[C@@H:24]2[CH2:38][C@H:27]3[CH2:26][CH2:25]2)=[N:4]1. Reactant: [Na+].[O:2]=[S:3]1(=[O:17])[C:12]2[C:7](=[CH:8][CH:9]=[CH:10][N:11]=2)[NH:6][C:5]([CH2:13][C:14]([O-])=[O:15])=[N:4]1.C([O:20][C:21]([C@H:23]1[C@@H:28]([NH:29][CH2:30][C:31]2[CH:36]=[CH:35][C:34]([F:37])=[CH:33][CH:32]=2)[C@H:27]2[CH2:38][C@@H:24]1[CH2:25][CH2:26]2)=O)C.F[P-](F)(F)(F)(F)F.C[N+](C)=C(N(C)C)O.C(N(CC)CC)C. The catalyst class is: 42. (5) Reactant: [CH:1]1([C:4]([CH:6]2[CH2:18][CH2:17][C:9]3[N:10]=[C:11]([NH:13][C:14](=[O:16])[CH3:15])[S:12][C:8]=3[C:7]2=O)=O)[CH2:3][CH2:2]1.[NH:20]([C@H:22]1[CH2:27][CH2:26][C@H:25]([C:28]([O:30][CH2:31][CH3:32])=[O:29])[CH2:24][CH2:23]1)[NH2:21]. Product: [C:14]([NH:13][C:11]1[S:12][C:8]2[C:7]3[N:20]([C@H:22]4[CH2:23][CH2:24][C@H:25]([C:28]([O:30][CH2:31][CH3:32])=[O:29])[CH2:26][CH2:27]4)[N:21]=[C:4]([CH:1]4[CH2:3][CH2:2]4)[C:6]=3[CH2:18][CH2:17][C:9]=2[N:10]=1)(=[O:16])[CH3:15]. The catalyst class is: 8. (6) The catalyst class is: 14. Reactant: Cl[C:2]1[C:3]([NH:12][S:13]([C:16]2[S:20][C:19]([C:21]([O:23][CH3:24])=[O:22])=[CH:18][C:17]=2[CH3:25])(=[O:15])=[O:14])=[N:4][C:5]2[C:10]([N:11]=1)=[CH:9][CH:8]=[CH:7][CH:6]=2.[CH3:26][O:27][C:28]1[CH:29]=[C:30]([CH:32]=[C:33]([O:35][CH3:36])[CH:34]=1)[NH2:31]. Product: [CH3:36][O:35][C:33]1[CH:32]=[C:30]([NH:31][C:2]2[C:3]([NH:12][S:13]([C:16]3[S:20][C:19]([C:21]([O:23][CH3:24])=[O:22])=[CH:18][C:17]=3[CH3:25])(=[O:14])=[O:15])=[N:4][C:5]3[C:10]([N:11]=2)=[CH:9][CH:8]=[CH:7][CH:6]=3)[CH:29]=[C:28]([O:27][CH3:26])[CH:34]=1. (7) Reactant: [Li+].[BH4-].[F:3][C:4]1[CH:13]=[C:12]([F:14])[CH:11]=[C:10]([O:15][CH3:16])[C:5]=1[C:6](OC)=[O:7].O. The catalyst class is: 1. Product: [F:3][C:4]1[CH:13]=[C:12]([F:14])[CH:11]=[C:10]([O:15][CH3:16])[C:5]=1[CH2:6][OH:7]. (8) Reactant: C1COCC1.C([O:9][CH:10]([CH:14]([C:16]1[CH:21]=[CH:20][CH:19]=[C:18]([C:22](=[O:42])[C:23](=[C:33]2[NH:37][C:36]3[CH:38]=[CH:39][CH:40]=[CH:41][C:35]=3[NH:34]2)[C:24]([C:26]2[CH:31]=[CH:30][CH:29]=[C:28]([F:32])[CH:27]=2)=[O:25])[CH:17]=1)[OH:15])[CH:11]([OH:13])[CH3:12])(=O)C.[OH-].[Na+].[Cl-].[NH4+]. Product: [NH:34]1[C:35]2[CH:41]=[CH:40][CH:39]=[CH:38][C:36]=2[NH:37][C:33]1=[C:23]([C:22]([C:18]1[CH:19]=[CH:20][CH:21]=[C:16]([CH:14]([OH:15])[CH:10]([OH:9])[CH:11]([OH:13])[CH3:12])[CH:17]=1)=[O:42])[C:24]([C:26]1[CH:31]=[CH:30][CH:29]=[C:28]([F:32])[CH:27]=1)=[O:25]. The catalyst class is: 5. (9) Product: [CH2:30]1[CH:31]2[C@@H:26]([O:25][C:23]([N:22]3[C@@H:13]([C:10]4[CH:11]=[CH:12][CH:7]=[CH:8][CH:9]=4)[C:14]4[C:19](=[CH:18][CH:17]=[CH:16][CH:15]=4)[CH2:20][CH2:21]3)=[O:24])[CH2:27][N:28]([CH2:33][CH2:32]2)[CH2:29]1.[ClH:34]. The catalyst class is: 8. Reactant: C(OCC)(=O)C.[CH:7]1[CH:8]=[CH:9][C:10]([C@@H:13]2[N:22]([C:23]([O:25][C@@H:26]3[CH:31]4[CH2:32][CH2:33][N:28]([CH2:29][CH2:30]4)[CH2:27]3)=[O:24])[CH2:21][CH2:20][C:19]3[CH:18]=[CH:17][CH:16]=[CH:15][C:14]2=3)=[CH:11][CH:12]=1.[ClH:34].C(OCC)(=O)C. (10) Reactant: [NH:1]1[C:5]2[CH:6]=[CH:7][CH:8]=[CH:9][C:4]=2[N:3]=[C:2]1[S:10][CH2:11][C:12]1[CH:28]=[CH:27][C:15]([C:16]([NH:18][CH2:19][CH:20]2[CH2:24][CH2:23][CH2:22][N:21]2[CH2:25][CH3:26])=[O:17])=[CH:14][CH:13]=1.C(=O)([O-])[O-].[K+].[K+].Br[CH2:36][C:37]([NH:39][C:40]1[CH:45]=[C:44]([CH:46]([CH3:48])[CH3:47])[CH:43]=[CH:42][C:41]=1[CH3:49])=[O:38]. Product: [CH2:25]([N:21]1[CH2:22][CH2:23][CH2:24][CH:20]1[CH2:19][NH:18][C:16](=[O:17])[C:15]1[CH:14]=[CH:13][C:12]([CH2:11][S:10][C:2]2[N:3]([CH2:36][C:37]([NH:39][C:40]3[CH:45]=[C:44]([CH:46]([CH3:47])[CH3:48])[CH:43]=[CH:42][C:41]=3[CH3:49])=[O:38])[C:4]3[CH:9]=[CH:8][CH:7]=[CH:6][C:5]=3[N:1]=2)=[CH:28][CH:27]=1)[CH3:26]. The catalyst class is: 3.